From a dataset of Full USPTO retrosynthesis dataset with 1.9M reactions from patents (1976-2016). Predict the reactants needed to synthesize the given product. (1) Given the product [CH2:36]([CH:35]([O:1][C:2]1[CH:3]=[CH:4][C:5]([N:8]2[C:13](=[O:14])[C:12]([CH2:15][C:16]3[CH:21]=[CH:20][C:19]([C:22]4[C:23]([C:28]#[N:29])=[CH:24][CH:25]=[CH:26][CH:27]=4)=[CH:18][CH:17]=3)=[C:11]([CH2:30][CH2:31][CH3:32])[N:10]=[C:9]2[CH3:33])=[CH:6][CH:7]=1)[CH2:38][CH3:39])[CH3:37], predict the reactants needed to synthesize it. The reactants are: [OH:1][C:2]1[CH:7]=[CH:6][C:5]([N:8]2[C:13](=[O:14])[C:12]([CH2:15][C:16]3[CH:21]=[CH:20][C:19]([C:22]4[C:23]([C:28]#[N:29])=[CH:24][CH:25]=[CH:26][CH:27]=4)=[CH:18][CH:17]=3)=[C:11]([CH2:30][CH2:31][CH3:32])[N:10]=[C:9]2[CH3:33])=[CH:4][CH:3]=1.Br[CH:35]([CH2:38][CH3:39])[CH2:36][CH3:37].C(=O)([O-])[O-].[Cs+].[Cs+].C(OCC)(=O)C. (2) Given the product [Cl:12][C:13]1[CH:20]=[C:19]([Cl:21])[CH:18]=[CH:17][C:14]=1[CH:15]1[C:24]([C:25]([O:27][CH2:28][CH3:29])=[O:26])=[C:23]([CH3:30])[NH:10][C:9]([C:4]2[C:3]([F:2])=[CH:8][CH:7]=[CH:6][N:5]=2)=[N:11]1, predict the reactants needed to synthesize it. The reactants are: Cl.[F:2][C:3]1[C:4]([C:9](=[NH:11])[NH2:10])=[N:5][CH:6]=[CH:7][CH:8]=1.[Cl:12][C:13]1[CH:20]=[C:19]([Cl:21])[CH:18]=[CH:17][C:14]=1[CH:15]=O.O=[C:23]([CH3:30])[CH2:24][C:25]([O:27][CH2:28][CH3:29])=[O:26].